Dataset: Catalyst prediction with 721,799 reactions and 888 catalyst types from USPTO. Task: Predict which catalyst facilitates the given reaction. (1) Reactant: FC(F)(F)C1C=CNN=1.[CH3:10][C:11]1[NH:15][N:14]=[C:13]([C:16]([F:19])([F:18])[F:17])[CH:12]=1.CC(C)([O-])C.[K+].[F:26][C:27]1[CH:28]=[C:29]([NH:34][C:35]2[N:40]=[C:39](S(C)(=O)=O)[C:38]([C:45]3[CH:46]=[C:47](/[CH:51]=[CH:52]/[C:53]([O:55][CH2:56][CH3:57])=[O:54])[CH:48]=[CH:49][CH:50]=3)=[CH:37][N:36]=2)[CH:30]=[C:31]([F:33])[CH:32]=1. Product: [F:26][C:27]1[CH:28]=[C:29]([NH:34][C:35]2[N:36]=[C:37]([N:15]3[C:11]([CH3:10])=[CH:12][C:13]([C:16]([F:19])([F:18])[F:17])=[N:14]3)[C:38]([C:45]3[CH:46]=[C:47](/[CH:51]=[CH:52]/[C:53]([O:55][CH2:56][CH3:57])=[O:54])[CH:48]=[CH:49][CH:50]=3)=[CH:39][N:40]=2)[CH:30]=[C:31]([F:33])[CH:32]=1. The catalyst class is: 197. (2) Reactant: S[CH2:2][CH2:3][CH2:4][CH2:5][CH2:6][CH2:7][N:8]1[C:15](=[O:16])[NH:14][C:12](=[O:13])[NH:11][C:9]1=[O:10].N1C(=O)NC(=O)NC1=O.C([O-])([O-])=O.[K+].[K+].[Br:32]C(Br)CCCCC. Product: [Br:32][CH2:2][CH2:3][CH2:4][CH2:5][CH2:6][CH2:7][N:8]1[C:15](=[O:16])[NH:14][C:12](=[O:13])[NH:11][C:9]1=[O:10]. The catalyst class is: 16. (3) Reactant: [C:1]([O-])([O-])=O.[K+].[K+].CI.[Br:9][C:10]1[CH:19]=[CH:18][C:17]([C:20]([OH:22])=[O:21])=[C:16]2[C:11]=1[CH:12]=[CH:13][CH:14]=[N:15]2. Product: [CH3:1][O:21][C:20]([C:17]1[CH:18]=[CH:19][C:10]([Br:9])=[C:11]2[C:16]=1[N:15]=[CH:14][CH:13]=[CH:12]2)=[O:22]. The catalyst class is: 3. (4) Reactant: [NH:1]1[CH:5]=[CH:4][N:3]=[C:2]1[CH:6]=[O:7].C(N(CC)CC)C.[C:15](Br)([C:28]1[CH:33]=[CH:32][CH:31]=[CH:30][CH:29]=1)([C:22]1[CH:27]=[CH:26][CH:25]=[CH:24][CH:23]=1)[C:16]1[CH:21]=[CH:20][CH:19]=[CH:18][CH:17]=1.O. The catalyst class is: 3. Product: [C:15]([N:1]1[CH:5]=[CH:4][N:3]=[C:2]1[CH:6]=[O:7])([C:16]1[CH:21]=[CH:20][CH:19]=[CH:18][CH:17]=1)([C:28]1[CH:29]=[CH:30][CH:31]=[CH:32][CH:33]=1)[C:22]1[CH:23]=[CH:24][CH:25]=[CH:26][CH:27]=1. (5) Reactant: [CH2:1]([S:3][C:4]1[C:5]([C:10]2[N:22]([CH3:23])[C:13]3=[N:14][CH:15]=[C:16]([C:18]([F:21])([F:20])[F:19])[CH:17]=[C:12]3[N:11]=2)=[N:6][CH:7]=[CH:8][CH:9]=1)[CH3:2].ClC1C=CC=C(C(OO)=[O:32])C=1.C(=O)([O-])O.[Na+]. Product: [CH2:1]([S:3]([C:4]1[C:5]([C:10]2[N:22]([CH3:23])[C:13]3=[N:14][CH:15]=[C:16]([C:18]([F:21])([F:19])[F:20])[CH:17]=[C:12]3[N:11]=2)=[N:6][CH:7]=[CH:8][CH:9]=1)=[O:32])[CH3:2]. The catalyst class is: 22.